From a dataset of Forward reaction prediction with 1.9M reactions from USPTO patents (1976-2016). Predict the product of the given reaction. (1) Given the reactants [Cl:1][C:2]1[CH:3]=[C:4]([CH:9]=[CH:10][CH:11]=1)[C:5](=[S:8])[NH:6][NH2:7].[Cl:12][C:13]1[CH:30]=[CH:29][CH:28]=[CH:27][C:14]=1[CH2:15][N:16]1[C:24]2[C:19](=[CH:20][CH:21]=[CH:22][CH:23]=2)[C:18](=O)[C:17]1=[O:26], predict the reaction product. The product is: [Cl:1][C:2]1[CH:3]=[C:4]([C:5]2[S:8][C:18]3([C:19]4[C:24](=[CH:23][CH:22]=[CH:21][CH:20]=4)[N:16]([CH2:15][C:14]4[CH:27]=[CH:28][CH:29]=[CH:30][C:13]=4[Cl:12])[C:17]3=[O:26])[NH:7][N:6]=2)[CH:9]=[CH:10][CH:11]=1. (2) Given the reactants [N:1]1[N:9]2[C:4]([CH2:5][O:6][CH2:7][CH2:8]2)=[CH:3][C:2]=1[NH:10][C:11]1[C:12](=[O:27])[N:13]([CH3:26])[CH:14]=[C:15](B2OC(C)(C)C(C)(C)O2)[CH:16]=1.[C:28]([O:31][CH2:32][C:33]1[C:38]([N:39]2[CH2:50][CH2:49][N:48]3[C:41](=[CH:42][C:43]4[CH2:44][C:45]([CH3:52])([CH3:51])[CH2:46][C:47]=43)[C:40]2=[O:53])=[CH:37][CH:36]=[CH:35][C:34]=1Br)(=[O:30])[CH3:29].C(=O)([O-])[O-].[Na+].[Na+].C([O-])(=O)C, predict the reaction product. The product is: [C:28]([O:31][CH2:32][C:33]1[C:34]([C:15]2[CH:16]=[C:11]([NH:10][C:2]3[CH:3]=[C:4]4[N:9]([N:1]=3)[CH2:8][CH2:7][O:6][CH2:5]4)[C:12](=[O:27])[N:13]([CH3:26])[CH:14]=2)=[CH:35][CH:36]=[CH:37][C:38]=1[N:39]1[CH2:50][CH2:49][N:48]2[C:41](=[CH:42][C:43]3[CH2:44][C:45]([CH3:52])([CH3:51])[CH2:46][C:47]=32)[C:40]1=[O:53])(=[O:30])[CH3:29]. (3) Given the reactants [Cl:1][C:2]1[O:6][C:5]([C:7]2[C:11]([C:12]3[CH:17]=[CH:16][CH:15]=[CH:14][CH:13]=3)=[C:10]([C:18](O)=[O:19])[O:9][N:8]=2)=[CH:4][CH:3]=1.N#N.[OH-].[Na+].OO, predict the reaction product. The product is: [Cl:1][C:2]1[O:6][C:5]([C:7]2[C:11]([C:12]3[CH:17]=[CH:16][CH:15]=[CH:14][CH:13]=3)=[C:10]([CH2:18][OH:19])[O:9][N:8]=2)=[CH:4][CH:3]=1. (4) The product is: [CH3:1][NH:2][CH2:12][CH2:13][N:14]1[C:23]2[C:18](=[CH:19][C:20]([NH:24][C:25]([C:27]3[S:28][CH:29]=[CH:30][CH:31]=3)=[NH:26])=[CH:21][CH:22]=2)[CH2:17][CH2:16][C:15]1=[O:32]. Given the reactants [CH3:1][N:2]([CH2:12][CH2:13][N:14]1[C:23]2[C:18](=[CH:19][C:20]([NH:24][C:25]([C:27]3[S:28][CH:29]=[CH:30][CH:31]=3)=[NH:26])=[CH:21][CH:22]=2)[CH2:17][CH2:16][C:15]1=[O:32])C(=O)OC1C=CC=CC=1.[OH-].[Na+], predict the reaction product.